From a dataset of CYP3A4 inhibition data for predicting drug metabolism from PubChem BioAssay. Regression/Classification. Given a drug SMILES string, predict its absorption, distribution, metabolism, or excretion properties. Task type varies by dataset: regression for continuous measurements (e.g., permeability, clearance, half-life) or binary classification for categorical outcomes (e.g., BBB penetration, CYP inhibition). Dataset: cyp3a4_veith. (1) The compound is COc1ccc(CNc2cc(-c3ccccc3C)ncn2)c(OC)c1. The result is 1 (inhibitor). (2) The drug is COC(Cc1n[nH]c(=S)n1C)OC. The result is 0 (non-inhibitor). (3) The compound is O=C(O)CCSC1=NCCN1. The result is 0 (non-inhibitor). (4) The molecule is Fc1ccc2c(c1)C(c1ccncc1)=NNC(c1ccc(Cl)cc1)=N2. The result is 1 (inhibitor). (5) The drug is C=C(C)[C@@H]1[C@@H]2C(=O)O[C@H]1[C@H]1OC(=O)[C@@]34O[C@@H]3C[C@]2(O)[C@@]14C.CC(C)(O)[C@@H]1[C@@H]2C(=O)O[C@H]1[C@H]1OC(=O)[C@@]34O[C@@H]3C[C@]2(O)[C@@]14C. The result is 1 (inhibitor). (6) The compound is COc1cccc(Nc2ncc3nc(C)c(=O)n(-c4ccccc4)c3n2)c1. The result is 1 (inhibitor). (7) The drug is N=C(N)c1ccc(N)cc1. The result is 0 (non-inhibitor). (8) The drug is CC(CO)(CO)Nc1ncnc2ccccc12. The result is 0 (non-inhibitor).